This data is from Forward reaction prediction with 1.9M reactions from USPTO patents (1976-2016). The task is: Predict the product of the given reaction. (1) Given the reactants [Br:1][C:2]1[N:10]=[CH:9][CH:8]=[CH:7][C:3]=1[C:4]([OH:6])=O.[Cl-].[CH2:12]([O:19][C:20]1[CH:25]=[CH:24][C:23]([N:26]2[CH2:31][CH2:30][N:29]([C:32](=[O:35])[CH2:33][NH3+:34])[CH2:28][CH2:27]2)=[CH:22][CH:21]=1)[C:13]1[CH:18]=[CH:17][CH:16]=[CH:15][CH:14]=1.C1CN([P+](ON2N=NC3C=CC=CC2=3)(N2CCCC2)N2CCCC2)CC1.F[P-](F)(F)(F)(F)F.C(N(C(C)C)C(C)C)C, predict the reaction product. The product is: [CH2:12]([O:19][C:20]1[CH:21]=[CH:22][C:23]([N:26]2[CH2:27][CH2:28][N:29]([C:32](=[O:35])[CH2:33][NH:34][C:4](=[O:6])[C:3]3[CH:7]=[CH:8][CH:9]=[N:10][C:2]=3[Br:1])[CH2:30][CH2:31]2)=[CH:24][CH:25]=1)[C:13]1[CH:14]=[CH:15][CH:16]=[CH:17][CH:18]=1. (2) Given the reactants [CH3:1][O:2][C:3]1[CH:8]=[CH:7][N:6]2[CH:9]=[CH:10][N:11]=[C:5]2[C:4]=1[C:12]#N.[OH-:14].[Na+].Cl.[OH2:17], predict the reaction product. The product is: [CH3:1][O:2][C:3]1[CH:8]=[CH:7][N:6]2[CH:9]=[CH:10][N:11]=[C:5]2[C:4]=1[C:12]([OH:17])=[O:14]. (3) Given the reactants [C:1]([O:5][C:6]([N:8]1[CH2:14][CH2:13][CH2:12][N:11]([C:15]2[CH:20]=[CH:19][CH:18]=[C:17]([C:21]([OH:23])=O)[N:16]=2)[CH2:10][CH2:9]1)=[O:7])([CH3:4])([CH3:3])[CH3:2].[NH:24]1[CH2:28][CH2:27][C@@H:26]([OH:29])[CH2:25]1.N1(OC(N(C)C)=[N+](C)C)C2N=CC=CC=2N=N1.CN(C(ON1N=NC2C=CC=NC1=2)=[N+](C)C)C.F[P-](F)(F)(F)(F)F.C(N(CC)C(C)C)(C)C, predict the reaction product. The product is: [C:1]([O:5][C:6]([N:8]1[CH2:14][CH2:13][CH2:12][N:11]([C:15]2[CH:20]=[CH:19][CH:18]=[C:17]([C:21]([N:24]3[CH2:28][CH2:27][C@@H:26]([OH:29])[CH2:25]3)=[O:23])[N:16]=2)[CH2:10][CH2:9]1)=[O:7])([CH3:3])([CH3:4])[CH3:2]. (4) The product is: [C:22]1([C:25]2[CH:30]=[CH:29][CH:28]=[CH:27][CH:26]=2)[CH:21]=[CH:20][C:19]([CH:12]([CH2:13][CH:14]2[CH2:18][CH2:17][CH2:16][CH2:15]2)[C:11]([NH:10][C:7]2[CH:8]=[CH:9][C:4]([C:3]([OH:32])=[O:2])=[CH:5][N:6]=2)=[O:31])=[CH:24][CH:23]=1. Given the reactants C[O:2][C:3](=[O:32])[C:4]1[CH:9]=[CH:8][C:7]([NH:10][C:11](=[O:31])[CH:12]([C:19]2[CH:24]=[CH:23][C:22]([C:25]3[CH:30]=[CH:29][CH:28]=[CH:27][CH:26]=3)=[CH:21][CH:20]=2)[CH2:13][CH:14]2[CH2:18][CH2:17][CH2:16][CH2:15]2)=[N:6][CH:5]=1.[OH-].[Na+], predict the reaction product. (5) Given the reactants Cl.C([O:9][P:10]([CH2:19][C@H:20]([OH:23])[CH2:21][NH2:22])([CH2:12][CH:13]1[CH2:18][CH2:17][CH2:16][CH2:15][CH2:14]1)=[O:11])C1C=CC=CC=1.[NH:24](C(OCC1C=CC=CC=1)=O)[C@H:25]([C:34]([NH:36][C@H:37]([C:41](O)=[O:42])[CH:38]([CH3:40])[CH3:39])=[O:35])[CH2:26][C:27]1[CH:32]=[CH:31][C:30]([OH:33])=[CH:29][CH:28]=1, predict the reaction product. The product is: [NH2:24][C@@H:25]([CH2:26][C:27]1[CH:32]=[CH:31][C:30]([OH:33])=[CH:29][CH:28]=1)[C:34]([NH:36][C@@H:37]([CH:38]([CH3:39])[CH3:40])[C:41]([NH:22][CH2:21][C@@H:20]([OH:23])[CH2:19][P:10]([CH2:12][CH:13]1[CH2:14][CH2:15][CH2:16][CH2:17][CH2:18]1)(=[O:11])[OH:9])=[O:42])=[O:35]. (6) Given the reactants [CH3:1][C:2]1[CH:7]=[C:6]([C:8]#[C:9][Si](C)(C)C)[CH:5]=[C:4]([CH3:14])[N:3]=1.C(=O)([O-])[O-].[K+].[K+].CCOC(C)=O, predict the reaction product. The product is: [C:8]([C:6]1[CH:5]=[C:4]([CH3:14])[N:3]=[C:2]([CH3:1])[CH:7]=1)#[CH:9]. (7) Given the reactants C([O:4][C:5]1[C:6]([CH3:20])=[C:7]([CH:17]=[CH:18][CH:19]=1)[C:8]([O:10][CH2:11][CH2:12][Si:13]([CH3:16])([CH3:15])[CH3:14])=[O:9])C=C.CN1C[CH2:25][CH2:24][C:23]1=O, predict the reaction product. The product is: [CH2:25]([C:19]1[CH:18]=[CH:17][C:7]([C:8]([O:10][CH2:11][CH2:12][Si:13]([CH3:14])([CH3:15])[CH3:16])=[O:9])=[C:6]([CH3:20])[C:5]=1[OH:4])[CH:24]=[CH2:23].